Dataset: Reaction yield outcomes from USPTO patents with 853,638 reactions. Task: Predict the reaction yield, written as a fraction of the theoretical maximum amount of product (1.0 means a 100% yield; for example, 0.34 means a 34% yield). The reactants are [O:1]=[C:2]1[CH2:6][N:5]([C:7]([O:9][C:10]([CH3:13])([CH3:12])[CH3:11])=[O:8])[CH2:4][CH:3]1[C:14]([O:16][CH3:17])=[O:15].[CH2:18](O)[CH:19]=C.C([Sn](=O)CCCC)CCC. The catalyst is C1(C)C=CC=CC=1. The product is [O:1]=[C:2]1[CH2:6][N:5]([C:7]([O:9][C:10]([CH3:11])([CH3:12])[CH3:13])=[O:8])[CH2:4][CH:3]1[C:14]([O:16][CH2:17][CH:18]=[CH2:19])=[O:15]. The yield is 0.900.